From a dataset of Reaction yield outcomes from USPTO patents with 853,638 reactions. Predict the reaction yield, written as a fraction of the theoretical maximum amount of product (1.0 means a 100% yield; for example, 0.34 means a 34% yield). (1) The reactants are [F:1][C:2]([F:30])([F:29])[S:3]([O:6][C:7]1[CH:12]=[CH:11][C:10]([C:13]2([C:21]3[CH:26]=[CH:25][C:24]([F:27])=[C:23](Br)[CH:22]=3)[C:17](=[O:18])[N:16]([CH3:19])[C:15]([NH2:20])=[N:14]2)=[CH:9][CH:8]=1)(=[O:5])=[O:4].C(=O)([O-])[O-].[K+].[K+].[Cl:37][C:38]1[CH:39]=[C:40](B(O)O)[CH:41]=[N:42][CH:43]=1. The catalyst is O1CCOCC1. The product is [F:1][C:2]([F:30])([F:29])[S:3]([O:6][C:7]1[CH:12]=[CH:11][C:10]([C:13]2([C:21]3[CH:26]=[CH:25][C:24]([F:27])=[C:23]([C:40]4[CH:41]=[N:42][CH:43]=[C:38]([Cl:37])[CH:39]=4)[CH:22]=3)[C:17](=[O:18])[N:16]([CH3:19])[C:15]([NH2:20])=[N:14]2)=[CH:9][CH:8]=1)(=[O:5])=[O:4]. The yield is 0.230. (2) The reactants are [Cl:1][C:2]1[C:7]([C:8]([N:10]([CH2:27][CH2:28][OH:29])[C:11]2[CH:12]=[C:13]3[C:17](=[CH:18][CH:19]=2)[N:16]([C:20]2[CH:21]=[N:22][C:23]([CH3:26])=[N:24][CH:25]=2)[CH:15]=[CH:14]3)=[O:9])=[C:6](Cl)[N:5]=[CH:4][N:3]=1.C(N(CC)CC)C. The catalyst is C(#N)C. The product is [Cl:1][C:2]1[C:7]2[C:8](=[O:9])[N:10]([C:11]3[CH:12]=[C:13]4[C:17](=[CH:18][CH:19]=3)[N:16]([C:20]3[CH:21]=[N:22][C:23]([CH3:26])=[N:24][CH:25]=3)[CH:15]=[CH:14]4)[CH2:27][CH2:28][O:29][C:6]=2[N:5]=[CH:4][N:3]=1. The yield is 0.860. (3) The reactants are [O:1]1[CH:5]=[CH:4][CH:3]=[C:2]1[C:6]1[CH:11]=[CH:10][C:9]([CH2:12][OH:13])=[CH:8][CH:7]=1.[N:14]([C:17]1[CH:26]=[C:25]2[C:20]([C:21]([CH3:28])=[CH:22][C:23](=[O:27])[O:24]2)=[CH:19][CH:18]=1)=[C:15]=[O:16]. The catalyst is C1COCC1. The product is [CH3:28][C:21]1[C:20]2[C:25](=[CH:26][C:17]([NH:14][C:15](=[O:16])[O:13][CH2:12][C:9]3[CH:10]=[CH:11][C:6]([C:2]4[O:1][CH:5]=[CH:4][CH:3]=4)=[CH:7][CH:8]=3)=[CH:18][CH:19]=2)[O:24][C:23](=[O:27])[CH:22]=1. The yield is 0.0900. (4) The reactants are CC1C=CC(S(O[CH2:12][CH:13]2[CH2:17][C:16]3[C:18]([C:22]4[CH:27]=[CH:26][CH:25]=[CH:24][C:23]=4[C:28]([F:31])([F:30])[F:29])=[CH:19][CH:20]=[CH:21][C:15]=3[O:14]2)(=O)=O)=CC=1.[N-:32]=[N+:33]=[N-:34].[Na+].N(CC1CC2C=C(Cl)C=C(C3C=CSC=3)C=2O1)=[N+]=[N-]. No catalyst specified. The product is [F:29][C:28]([F:31])([F:30])[C:23]1[CH:24]=[CH:25][CH:26]=[CH:27][C:22]=1[C:18]1[C:16]2[CH2:17][CH:13]([CH2:12][N:32]=[N+:33]=[N-:34])[O:14][C:15]=2[CH:21]=[CH:20][CH:19]=1. The yield is 0.940.